From a dataset of Drug-target binding data from BindingDB using IC50 measurements. Regression. Given a target protein amino acid sequence and a drug SMILES string, predict the binding affinity score between them. We predict pIC50 (pIC50 = -log10(IC50 in M); higher means more potent). Dataset: bindingdb_ic50. (1) The compound is OCCN1C[C@@H](O)[C@H](O)[C@H]1CO. The target protein (P07265) has sequence MTISDHPETEPKWWKEATIYQIYPASFKDSNNDGWGDLKGITSKLQYIKDLGVDAIWVCPFYDSPQQDMGYDISNYEKVWPTYGTNEDCFELIDKTHKLGMKFITDLVINHCSTEHEWFKESRSSKTNPKRDWFFWRPPKGYDAEGKPIPPNNWKSFFGGSAWTFDETTNEFYLRLFASRQVDLNWENEDCRRAIFESAVGFWLDHGVDGFRIDTAGLYSKRPGLPDSPIFDKTSKLQHPNWGSHNGPRIHEYHQELHRFMKNRVKDGREIMRVGEVAHGSDNALYTSAARYEVSEVFSFTHVEVGTSPFFRYNIVPFTLKQWKEAIASNFLFINGTDSWATTYIENHDQARSITRFADDSPKYRKISGKLLTLLECSLTGTLYVYQGQEIGQINFKEWPIEKYEDVDVKNNYEIIKKSFGKNSKEMKDFFKGIALLSRDHSRTPMPWTKDKPNAGFTGPDVKPWFFLNESFEQGINVEQESRDDDSVLNFWKRALQARK.... The pIC50 is 4.1. (2) The small molecule is Nc1ncnc2n[nH]c(-c3ccccc3)c12. The target protein sequence is ADSATPHLDAVEQTLRQVSPGLEGDVWERTSGNKLDGSAADPSDWLLQTPGCWGDDKCADRVGTKRLLAKMTENIGNATRTVDISTLAPFPNGAFQDAIVAGLKESAAKGNKLKVRILVGAAPVYHMNVIPSKYRDELTAKLGKAAENITLNVASMTTSKTAFSWNHSKILVVDGQSALTGGINSWKDDYLDTTHPVSDVDLALTGPAAGSAGRYLDTLWTWTCQNKSNIASVWFAASGNAGCMPTMHKDTNPKASPATGNVPVIAVGGLGVGIKDVDPKSTFRPDLPTASDTKCVVGLHDNTNADRDYDTVNPEESALRALVASAKGHIEISQQDLNATCPPLPRYDIRLYDALAAKMAAGVKVRIVVSDPANRGAVGSGGYSQIKSLSEISDTLRNRLANITGGQQAAKTAMCSNLQLATFRSSPNGKWADGHPYAQHHKLVSVDSSTFYIGSKNLYPSWLQDFGYIVESPEAAKQLDAKLLDPQWKYSQETATVDYA.... The pIC50 is 5.7. (3) The compound is CC(C)[C@@H](Nc1ccc(CNC(=O)[C@@H]2SCCN2C(=O)C[C@H](N)Cc2cc(F)c(F)cc2F)cc1)C(=O)O. The target protein (Q9EPB1) has sequence MGLHPCSPVDHGVPSWVLVLLLTLGLCSLQATADSVLDPDFRENYFEQYMDHFNFESFSNKTFGQRFLVSDKFWKMGEGPIFFYTGNEGDIWSLANNSGFIVELAAQQEALLVFAEHRYYGKSLPFGVQSTQRGYTQLLTVEQALADFAVLLQALRHNLGVQDAPTIAFGGSYGGMLSAYMRMKYPHLVAGALAASAPVIAVAGLGNPDQFFRDVTADFYGQSPKCAQAVRDAFQQIKDLFLQGAYDTISQNFGTCQSLSSPKDLTQLFGFARNAFTVLAMMDYPYPTNFLGPLPANPVKVGCERLLSEGQRIMGLRALAGLVYNSSGMEPCFDIYQMYQSCADPTGCGTGSNARAWDYQACTEINLTFDSNNVTDMFPEIPFSDELRQQYCLDTWGVWPRPDWLQTSFWGGDLKAASNIIFSNGDLDPWAGGGIQRNLSTSIIAVTIQGGAHHLDLRASNSEDPPSVVEVRKLEATLIREWVAAARLKQPAEAQWPGPK.... The pIC50 is 4.0. (4) The compound is O=C(O)c1ccc(-c2nn(C(=O)c3c(Cl)cccc3C(F)(F)F)c3cc(N4CCC(O)C4)ccc23)c(F)c1. The target protein (P51450) has sequence MDRAPQRHHRTSRELLAAKKTHTSQIEVIPCKICGDKSSGIHYGVITCEGCKGFFRRSQQCNVAYSCTRQQNCPIDRTSRNRCQHCRLQKCLALGMSRDAVKFGRMSKKQRDSLHAEVQKQLQQQQQQEQVAKTPPAGSRGADTLTYTLGLSDGQLPLGASPDLPEASACPPGLLRASGSGPPYSNTLAKTEVQGASCHLEYSPERGKAEGRDSIYSTDGQLTLGRCGLRFEETRHPELGEPEQGPDSHCIPSFCSAPEVPYASLTDIEYLVQNVCKSFRETCQLRLEDLLRQRTNLFSREEVTSYQRKSMWEMWERCAHHLTEAIQYVVEFAKRLSGFMELCQNDQIILLTAGAMEVVLVRMCRAYNANNHTVFFEGKYGGVELFRALGCSELISSIFDFSHFLSALCFSEDEIALYTALVLINANRPGLQEKRRVEHLQYNLELAFHHHLCKTHRQGLLAKLPPKGKLRSLCSQHVEKLQIFQHLHPIVVQAAFPPLY.... The pIC50 is 6.0.